The task is: Predict the reactants needed to synthesize the given product.. This data is from Full USPTO retrosynthesis dataset with 1.9M reactions from patents (1976-2016). (1) Given the product [CH3:1][O:2][CH2:3][O:4][C:5]1[C:6]([CH3:15])=[CH:7][CH:8]=[C:9]([O:11][CH2:12][O:13][CH3:14])[C:10]=1[C:28](=[O:34])[C:29]([O:31][CH2:32][CH3:33])=[O:30], predict the reactants needed to synthesize it. The reactants are: [CH3:1][O:2][CH2:3][O:4][C:5]1[CH:10]=[C:9]([O:11][CH2:12][O:13][CH3:14])[CH:8]=[CH:7][C:6]=1[CH3:15].[Li]CCCC.CCCCCC.Cl[C:28](=[O:34])[C:29]([O:31][CH2:32][CH3:33])=[O:30]. (2) Given the product [CH2:50]([S:51][C:2]1[CH:3]=[C:4]([CH:8]2[CH2:11][C:10]([C:13]3[CH:18]=[CH:17][C:16]([O:19][CH2:20][C:21]4[C:22]([C:29]5[C:34]([Cl:35])=[CH:33][CH:32]=[CH:31][C:30]=5[Cl:36])=[N:23][O:24][C:25]=4[CH:26]4[CH2:28][CH2:27]4)=[CH:15][C:14]=3[Cl:37])([OH:12])[CH2:9]2)[CH:5]=[CH:6][CH:7]=1)[C:44]1[CH:49]=[CH:48][CH:47]=[CH:46][CH:45]=1, predict the reactants needed to synthesize it. The reactants are: Br[C:2]1[CH:3]=[C:4]([CH:8]2[CH2:11][C:10]([C:13]3[CH:18]=[CH:17][C:16]([O:19][CH2:20][C:21]4[C:22]([C:29]5[C:34]([Cl:35])=[CH:33][CH:32]=[CH:31][C:30]=5[Cl:36])=[N:23][O:24][C:25]=4[CH:26]4[CH2:28][CH2:27]4)=[CH:15][C:14]=3[Cl:37])([OH:12])[CH2:9]2)[CH:5]=[CH:6][CH:7]=1.C([O-])([O-])=O.[K+].[K+].[C:44]1([CH2:50][SH:51])[CH:49]=[CH:48][CH:47]=[CH:46][CH:45]=1.CC1(C)C2C(=C(P(C3C=CC=CC=3)C3C=CC=CC=3)C=CC=2)OC2C(P(C3C=CC=CC=3)C3C=CC=CC=3)=CC=CC1=2.